This data is from Forward reaction prediction with 1.9M reactions from USPTO patents (1976-2016). The task is: Predict the product of the given reaction. (1) Given the reactants [CH3:1][C:2]1[CH:11]=[CH:10][C:9]2[C:4](=[CH:5][CH:6]=[CH:7][C:8]=2[N:12]2[CH2:17][CH2:16][N:15]([CH2:18][CH2:19][C:20]3[CH:29]=[CH:28][CH:27]=[C:26]4[C:21]=3[CH2:22][CH2:23][C:24]3[N:25]4[CH:30]=[N:31][C:32]=3[C:33]([O-])=[O:34])[CH2:14][CH2:13]2)[N:3]=1.C[Si](C)(C)[NH:38][Si](C)(C)C.CO.C(Cl)[Cl:48], predict the reaction product. The product is: [ClH:48].[ClH:48].[ClH:48].[CH3:1][C:2]1[CH:11]=[CH:10][C:9]2[C:4](=[CH:5][CH:6]=[CH:7][C:8]=2[N:12]2[CH2:13][CH2:14][N:15]([CH2:18][CH2:19][C:20]3[CH:29]=[CH:28][CH:27]=[C:26]4[C:21]=3[CH2:22][CH2:23][C:24]3[N:25]4[CH:30]=[N:31][C:32]=3[C:33]([NH2:38])=[O:34])[CH2:16][CH2:17]2)[N:3]=1. (2) Given the reactants [CH3:1][O:2][C:3]1[CH:11]=[CH:10][CH:9]=[C:8]2[C:4]=1[CH2:5][N:6](C(OC(C)(C)C)=O)[CH2:7]2.CCOC(C)=O, predict the reaction product. The product is: [CH3:1][O:2][C:3]1[CH:11]=[CH:10][CH:9]=[C:8]2[C:4]=1[CH2:5][NH:6][CH2:7]2. (3) Given the reactants [NH2:1][C:2]1[CH:3]=[CH:4][CH:5]=[C:6]2[C:11]=1[N:10]=[CH:9][CH:8]=[CH:7]2.C[Al](C)C.[N:16]1([NH:25][C:26](=O)[O:27]C2C=CC=CC=2)[C:24]2[C:19](=[CH:20][CH:21]=[CH:22][CH:23]=2)[CH:18]=[CH:17]1.NC(N)=O, predict the reaction product. The product is: [N:16]1([NH:25][C:26]([NH:1][C:2]2[CH:3]=[CH:4][CH:5]=[C:6]3[C:11]=2[N:10]=[CH:9][CH:8]=[CH:7]3)=[O:27])[C:24]2[C:19](=[CH:20][CH:21]=[CH:22][CH:23]=2)[CH:18]=[CH:17]1. (4) The product is: [C@@H:32]([NH:36][C:3]([C:4]1[CH:22]=[C:21]([C:13]2[CH:12]=[C:11]([C:10]([F:26])([F:25])[F:9])[CH:16]=[C:15]([C:17]([F:20])([F:19])[F:18])[CH:14]=2)[N:31]([CH2:30][CH:27]2[CH2:29][CH2:28]2)[C:5]=1[CH3:6])=[O:2])([CH2:34][CH3:35])[CH3:33]. Given the reactants C[O:2][C:3](=O)[CH2:4][C:5](=O)[CH3:6].[F:9][C:10]([F:26])([F:25])[C:11]1[CH:12]=[C:13]([C:21](=O)[CH2:22]Br)[CH:14]=[C:15]([C:17]([F:20])([F:19])[F:18])[CH:16]=1.[CH:27]1([CH2:30][NH2:31])[CH2:29][CH2:28]1.[C@@H:32]([NH2:36])([CH2:34][CH3:35])[CH3:33], predict the reaction product. (5) Given the reactants [F:1][C:2]1[CH:3]=[CH:4][C:5]2[N:6]([CH:8]=[C:9]([C:11]([OH:13])=O)[N:10]=2)[CH:7]=1.S(Cl)([Cl:16])=O, predict the reaction product. The product is: [F:1][C:2]1[CH:3]=[CH:4][C:5]2[N:6]([CH:8]=[C:9]([C:11]([Cl:16])=[O:13])[N:10]=2)[CH:7]=1. (6) Given the reactants [H-].[Na+].[CH2:3]1[O:7][C:6]2[CH:8]=[C:9]([OH:12])[CH:10]=[CH:11][C:5]=2[O:4]1.[CH2:13]([O:15][C:16](=[O:37])[C:17]1[C:22]([O:23][C:24]2[CH:29]=[CH:28][C:27]3[O:30][CH2:31][O:32][C:26]=3[C:25]=2C=CC)=[CH:21][CH:20]=[CH:19][C:18]=1F)[CH3:14].O.[CH2:39]1[CH2:43]OC[CH2:40]1, predict the reaction product. The product is: [CH2:31]1[O:30][C:27]2[CH:28]=[CH:29][C:24]([O:23][C:22]3[CH:21]=[CH:20][CH:19]=[C:18]([O:12][C:9]4[CH:8]=[C:6]5[O:7][CH2:3][O:4][C:5]5=[CH:11][C:10]=4[CH:40]=[CH:39][CH3:43])[C:17]=3[C:16]([O:15][CH2:13][CH3:14])=[O:37])=[CH:25][C:26]=2[O:32]1. (7) Given the reactants [C:1]([C:3]1[CH:4]=[C:5]([NH:9][C:10](=[O:13])[CH2:11][CH3:12])[CH:6]=[CH:7][CH:8]=1)#[N:2].[F:14][C:15]1[CH:22]=[CH:21][CH:20]=[CH:19][C:16]=1[CH2:17]Br, predict the reaction product. The product is: [C:1]([C:3]1[CH:4]=[C:5]([N:9]([CH2:17][C:16]2[CH:19]=[CH:20][CH:21]=[CH:22][C:15]=2[F:14])[C:10](=[O:13])[CH2:11][CH3:12])[CH:6]=[CH:7][CH:8]=1)#[N:2]. (8) Given the reactants C(C1[C:4]([C:25](O)=O)=[CH:5][C:6]([N:9]2[CH2:14][CH2:13][CH:12](N3C4C(=NC=CC=4)NC3=O)[CH2:11]C2)=NC=1)#N.[C:28]([C:30]1[C:31]([N:39]2[CH2:44][CH2:43][CH:42]([N:45]3[C:53]4[C:48](=[N:49][CH:50]=[CH:51][CH:52]=4)[NH:47][C:46]3=[O:54])[CH2:41][CH2:40]2)=[CH:32][C:33]([C:36]([OH:38])=O)=[N:34][CH:35]=1)#[N:29].N1C2C(=CC=CC=2)CC1.CN(C(ON1N=NC2C=CC=CC1=2)=[N+](C)C)C.[B-](F)(F)(F)F, predict the reaction product. The product is: [N:9]1([C:36]([C:33]2[N:34]=[CH:35][C:30]([C:28]#[N:29])=[C:31]([N:39]3[CH2:44][CH2:43][CH:42]([N:45]4[C:53]5[C:48](=[N:49][CH:50]=[CH:51][CH:52]=5)[NH:47][C:46]4=[O:54])[CH2:41][CH2:40]3)[CH:32]=2)=[O:38])[C:6]2[C:12](=[CH:11][CH:25]=[CH:4][CH:5]=2)[CH2:13][CH2:14]1. (9) The product is: [CH3:29][S:30]([O:1][CH2:2][C@H:3]([CH:19]([CH3:21])[CH3:20])[CH2:4][C@H:5]1[CH2:9][O:8][C:7]([CH3:11])([CH3:10])[N:6]1[C:12]([O:14][C:15]([CH3:18])([CH3:17])[CH3:16])=[O:13])(=[O:32])=[O:31]. Given the reactants [OH:1][CH2:2][C@H:3]([CH:19]([CH3:21])[CH3:20])[CH2:4][C@H:5]1[CH2:9][O:8][C:7]([CH3:11])([CH3:10])[N:6]1[C:12]([O:14][C:15]([CH3:18])([CH3:17])[CH3:16])=[O:13].C(N(CC)CC)C.[CH3:29][S:30](Cl)(=[O:32])=[O:31], predict the reaction product. (10) Given the reactants [CH3:1][CH:2]1[CH:7]([CH3:8])[CH2:6][CH2:5][CH:4]([CH3:9])[CH:3]1[OH:10].[N:11]1[CH:16]=[CH:15]C=[CH:13][CH:12]=1.Cl[C:18](Cl)([O:20]C(=O)OC(Cl)(Cl)Cl)Cl.C(NCC)C, predict the reaction product. The product is: [CH3:1][CH:2]1[CH:7]([CH3:8])[CH2:6][CH2:5][CH:4]([CH3:9])[CH:3]1[O:10][C:18](=[O:20])[N:11]([CH2:12][CH3:13])[CH2:16][CH3:15].